From a dataset of Reaction yield outcomes from USPTO patents with 853,638 reactions. Predict the reaction yield, written as a fraction of the theoretical maximum amount of product (1.0 means a 100% yield; for example, 0.34 means a 34% yield). (1) The reactants are C[CH:2]([C:4]1[C:5]([CH3:16])=[N:6][N:7]([C:9]2[CH:14]=[CH:13][N:12]=[C:11](Cl)[N:10]=2)[CH:8]=1)[OH:3].[CH3:17][N:18]1[C:26]2[C:21](=[CH:22][C:23]([NH2:27])=[CH:24][CH:25]=2)[CH:20]=[CH:19]1.C(=O)([O-])[O-].[K+].[K+].CC1(C)C2C=CC=C(P(C3C=CC=CC=3)C3C=CC=CC=3)C=2OC2C1=CC=CC=2P(C1C=CC=CC=1)C1C=CC=CC=1. The catalyst is C([O-])(=O)C.[Pd+2].C([O-])(=O)C.O1CCOCC1. The yield is 0.360. The product is [CH3:16][C:5]1[C:4]([CH2:2][OH:3])=[CH:8][N:7]([C:9]2[CH:14]=[CH:13][N:12]=[C:11]([NH:27][C:23]3[CH:22]=[C:21]4[C:26](=[CH:25][CH:24]=3)[N:18]([CH3:17])[CH:19]=[CH:20]4)[N:10]=2)[N:6]=1. (2) The reactants are C[O:2][C:3]([C:5]1[CH:38]=[CH:37][C:8]2[N:9]([CH:31]3[CH2:36][CH2:35][CH2:34][CH2:33][CH2:32]3)[C:10]([C:12]3[CH:13]=[C:14]4[C:19](=[CH:20][CH:21]=3)[N:18]=[C:17]([C:22]3[CH:27]=[C:26]([O:28][CH3:29])[CH:25]=[CH:24][C:23]=3Br)[CH:16]=[CH:15]4)=[N:11][C:7]=2[CH:6]=1)=[O:4].[F:39][C:40]1[CH:45]=[CH:44][C:43](B(O)O)=[CH:42][C:41]=1[Cl:49].C(=O)(O)[O-].[Na+].[OH-].[K+]. The catalyst is C1(C)C=CC=CC=1.CO.O.C1C=CC([P]([Pd]([P](C2C=CC=CC=2)(C2C=CC=CC=2)C2C=CC=CC=2)([P](C2C=CC=CC=2)(C2C=CC=CC=2)C2C=CC=CC=2)[P](C2C=CC=CC=2)(C2C=CC=CC=2)C2C=CC=CC=2)(C2C=CC=CC=2)C2C=CC=CC=2)=CC=1. The product is [Cl:49][C:41]1[CH:42]=[C:43]([CH:44]=[CH:45][C:40]=1[F:39])[C:23]1[C:22]([C:17]2[CH:16]=[CH:15][C:14]3[C:19](=[CH:20][CH:21]=[C:12]([C:10]4[N:9]([CH:31]5[CH2:32][CH2:33][CH2:34][CH2:35][CH2:36]5)[C:8]5[CH:37]=[CH:38][C:5]([C:3]([OH:2])=[O:4])=[CH:6][C:7]=5[N:11]=4)[CH:13]=3)[N:18]=2)=[CH:27][C:26]([O:28][CH3:29])=[CH:25][CH:24]=1. The yield is 0.0700.